This data is from Forward reaction prediction with 1.9M reactions from USPTO patents (1976-2016). The task is: Predict the product of the given reaction. (1) Given the reactants [NH2:1][C:2]1[N:9]=[CH:8][CH:7]=[CH:6][C:3]=1[CH:4]=O.[NH2:10][C:11](N)=[O:12], predict the reaction product. The product is: [N:1]1[C:2]2[N:9]=[CH:8][CH:7]=[CH:6][C:3]=2[CH:4]=[N:10][C:11]=1[OH:12]. (2) Given the reactants [Cl-].C[SiH](C)C.[Br:6][C:7]1[CH:14]=[CH:13][CH:12]=[CH:11][C:8]=1[CH2:9]Br.[Cl:15][C:16]1[CH:21]=[C:20](Cl)[N:19]=[CH:18][N:17]=1.O, predict the reaction product. The product is: [Cl:15][C:16]1[CH:21]=[C:20]([CH2:9][C:8]2[CH:11]=[CH:12][CH:13]=[CH:14][C:7]=2[Br:6])[N:19]=[CH:18][N:17]=1. (3) Given the reactants [CH3:1][O:2][C:3]([C:5]1[C@H:6]([C:18]2[CH:23]=[CH:22][C:21]([F:24])=[CH:20][C:19]=2[Cl:25])[N:7]=[C:8]([C:13]2[S:14][CH:15]=[CH:16][N:17]=2)[NH:9][C:10]=1[CH2:11]Br)=[O:4].[F:26][C:27]1([F:35])[CH2:33][CH:32]2[NH:34][CH:28]1[CH2:29][O:30][CH2:31]2, predict the reaction product. The product is: [Cl:25][C:19]1[CH:20]=[C:21]([F:24])[CH:22]=[CH:23][C:18]=1[C@H:6]1[C:5]([C:3]([O:2][CH3:1])=[O:4])=[C:10]([CH2:11][N:34]2[CH:28]3[C:27]([F:35])([F:26])[CH2:33][CH:32]2[CH2:31][O:30][CH2:29]3)[NH:9][C:8]([C:13]2[S:14][CH:15]=[CH:16][N:17]=2)=[N:7]1.